From a dataset of Merck oncology drug combination screen with 23,052 pairs across 39 cell lines. Regression. Given two drug SMILES strings and cell line genomic features, predict the synergy score measuring deviation from expected non-interaction effect. (1) Drug 1: COc1cc(C2c3cc4c(cc3C(OC3OC5COC(C)OC5C(O)C3O)C3COC(=O)C23)OCO4)cc(OC)c1O. Drug 2: O=C(NOCC(O)CO)c1ccc(F)c(F)c1Nc1ccc(I)cc1F. Cell line: ZR751. Synergy scores: synergy=48.6. (2) Drug 1: NC(=O)c1cccc2cn(-c3ccc(C4CCCNC4)cc3)nc12. Drug 2: Cc1nc(Nc2ncc(C(=O)Nc3c(C)cccc3Cl)s2)cc(N2CCN(CCO)CC2)n1. Cell line: NCIH1650. Synergy scores: synergy=30.8. (3) Drug 1: N#Cc1ccc(Cn2cncc2CN2CCN(c3cccc(Cl)c3)C(=O)C2)cc1. Drug 2: CCc1cnn2c(NCc3ccc[n+]([O-])c3)cc(N3CCCCC3CCO)nc12. Cell line: HT29. Synergy scores: synergy=15.3. (4) Drug 1: NC(=O)c1cccc2cn(-c3ccc(C4CCCNC4)cc3)nc12. Drug 2: CC1(c2nc3c(C(N)=O)cccc3[nH]2)CCCN1. Cell line: ZR751. Synergy scores: synergy=-18.8. (5) Drug 1: COc1cccc2c1C(=O)c1c(O)c3c(c(O)c1C2=O)CC(O)(C(=O)CO)CC3OC1CC(N)C(O)C(C)O1. Drug 2: O=C(O)C1(Cc2cccc(Nc3nccs3)n2)CCC(Oc2cccc(Cl)c2F)CC1. Cell line: HCT116. Synergy scores: synergy=0.897. (6) Drug 1: CN(Cc1cnc2nc(N)nc(N)c2n1)c1ccc(C(=O)NC(CCC(=O)O)C(=O)O)cc1. Drug 2: CS(=O)(=O)CCNCc1ccc(-c2ccc3ncnc(Nc4ccc(OCc5cccc(F)c5)c(Cl)c4)c3c2)o1. Cell line: LNCAP. Synergy scores: synergy=13.8. (7) Drug 1: N#Cc1ccc(Cn2cncc2CN2CCN(c3cccc(Cl)c3)C(=O)C2)cc1. Drug 2: O=C(NOCC(O)CO)c1ccc(F)c(F)c1Nc1ccc(I)cc1F. Cell line: A2058. Synergy scores: synergy=9.09.